The task is: Predict the product of the given reaction.. This data is from Forward reaction prediction with 1.9M reactions from USPTO patents (1976-2016). Given the reactants [O:1]=[C:2]1[C:11]2[C:6](=[CH:7][CH:8]=[C:9]([C:12]([O:14][CH3:15])=[O:13])[CH:10]=2)[CH:5]=[CH:4][NH:3]1.C(=O)([O-])[O-].[Cs+].[Cs+].[Br:22][CH2:23][C:24]1[CH:29]=[CH:28][CH:27]=[C:26]([CH2:30]Br)[CH:25]=1, predict the reaction product. The product is: [Br:22][CH2:23][C:24]1[CH:25]=[C:26]([CH:27]=[CH:28][CH:29]=1)[CH2:30][N:3]1[CH:4]=[CH:5][C:6]2[C:11](=[CH:10][C:9]([C:12]([O:14][CH3:15])=[O:13])=[CH:8][CH:7]=2)[C:2]1=[O:1].